The task is: Regression. Given two drug SMILES strings and cell line genomic features, predict the synergy score measuring deviation from expected non-interaction effect.. This data is from NCI-60 drug combinations with 297,098 pairs across 59 cell lines. (1) Drug 1: CCCCC(=O)OCC(=O)C1(CC(C2=C(C1)C(=C3C(=C2O)C(=O)C4=C(C3=O)C=CC=C4OC)O)OC5CC(C(C(O5)C)O)NC(=O)C(F)(F)F)O. Drug 2: CC(C)(C#N)C1=CC(=CC(=C1)CN2C=NC=N2)C(C)(C)C#N. Cell line: SF-268. Synergy scores: CSS=50.7, Synergy_ZIP=-2.83, Synergy_Bliss=-6.92, Synergy_Loewe=-6.25, Synergy_HSA=-5.92. (2) Drug 1: C1=C(C(=O)NC(=O)N1)F. Drug 2: CC1CCC2CC(C(=CC=CC=CC(CC(C(=O)C(C(C(=CC(C(=O)CC(OC(=O)C3CCCCN3C(=O)C(=O)C1(O2)O)C(C)CC4CCC(C(C4)OC)O)C)C)O)OC)C)C)C)OC. Cell line: SK-MEL-2. Synergy scores: CSS=36.1, Synergy_ZIP=-3.61, Synergy_Bliss=-5.00, Synergy_Loewe=0.379, Synergy_HSA=1.72. (3) Drug 1: CC1C(C(CC(O1)OC2CC(OC(C2O)C)OC3=CC4=CC5=C(C(=O)C(C(C5)C(C(=O)C(C(C)O)O)OC)OC6CC(C(C(O6)C)O)OC7CC(C(C(O7)C)O)OC8CC(C(C(O8)C)O)(C)O)C(=C4C(=C3C)O)O)O)O. Drug 2: CCN(CC)CCCC(C)NC1=C2C=C(C=CC2=NC3=C1C=CC(=C3)Cl)OC. Cell line: HT29. Synergy scores: CSS=53.3, Synergy_ZIP=2.71, Synergy_Bliss=1.26, Synergy_Loewe=-7.74, Synergy_HSA=-0.159.